The task is: Predict the reaction yield, written as a fraction of the theoretical maximum amount of product (1.0 means a 100% yield; for example, 0.34 means a 34% yield).. This data is from Reaction yield outcomes from USPTO patents with 853,638 reactions. (1) The catalyst is C(Cl)Cl. The yield is 0.990. The reactants are [Br:1][C:2]1[CH:3]=[C:4]([OH:8])[CH:5]=[CH:6][CH:7]=1.N1C=CN=C1.[Si:14](Cl)([C:17]([CH3:20])([CH3:19])[CH3:18])([CH3:16])[CH3:15]. The product is [Br:1][C:2]1[CH:3]=[C:4]([CH:5]=[CH:6][CH:7]=1)[O:8][Si:14]([C:17]([CH3:20])([CH3:19])[CH3:18])([CH3:16])[CH3:15]. (2) The reactants are C(C1C=C(NC2N=C(NC3C=CC=C(C(O)=O)C=3)C(F)=CN=2)C=CC=1)(O)=O.C[O:29][C:30]([C:32]1[CH:37]=[CH:36][C:35]([NH:38][C:39]2[N:44]=[C:43]([NH:45][C:46]3[CH:51]=[CH:50][C:49]([C:52]([O:54]C)=[O:53])=[CH:48][CH:47]=3)[C:42]([F:56])=[CH:41][N:40]=2)=[CH:34][CH:33]=1)=[O:31].[OH-].[Na+]. No catalyst specified. The product is [C:30]([C:32]1[CH:37]=[CH:36][C:35]([NH:38][C:39]2[N:44]=[C:43]([NH:45][C:46]3[CH:51]=[CH:50][C:49]([C:52]([OH:54])=[O:53])=[CH:48][CH:47]=3)[C:42]([F:56])=[CH:41][N:40]=2)=[CH:34][CH:33]=1)([OH:31])=[O:29]. The yield is 0.590. (3) The reactants are [CH3:1][O:2][C:3](=[O:35])[C@H:4]([NH:24]C(OCC1C=CC=CC=1)=O)[CH2:5][C:6]1[CH:7]=[C:8]2[C:12](=[CH:13][CH:14]=1)[N:11]([S:15]([CH2:18][CH2:19][Si:20]([CH3:23])([CH3:22])[CH3:21])(=[O:17])=[O:16])[N:10]=[CH:9]2.[H][H]. The catalyst is [Pd].CO. The product is [CH3:1][O:2][C:3](=[O:35])[C@H:4]([NH2:24])[CH2:5][C:6]1[CH:7]=[C:8]2[C:12](=[CH:13][CH:14]=1)[N:11]([S:15]([CH2:18][CH2:19][Si:20]([CH3:23])([CH3:22])[CH3:21])(=[O:16])=[O:17])[N:10]=[CH:9]2. The yield is 0.960. (4) The reactants are [NH2:1][C:2]1[N:7]([CH2:8][CH:9]2[CH2:13][CH2:12][CH2:11][O:10]2)[C:6](=[S:14])[NH:5][C:4](=[O:15])[CH:3]=1.[N:16]([O-])=[O:17].[Na+]. The catalyst is C(O)(=O)C. The product is [NH2:1][C:2]1[N:7]([CH2:8][CH:9]2[CH2:13][CH2:12][CH2:11][O:10]2)[C:6](=[S:14])[NH:5][C:4](=[O:15])[C:3]=1[N:16]=[O:17]. The yield is 0.900.